This data is from Peptide-MHC class I binding affinity with 185,985 pairs from IEDB/IMGT. The task is: Regression. Given a peptide amino acid sequence and an MHC pseudo amino acid sequence, predict their binding affinity value. This is MHC class I binding data. (1) The peptide sequence is ITDNGPMPYM. The MHC is HLA-A02:02 with pseudo-sequence HLA-A02:02. The binding affinity (normalized) is 0.379. (2) The peptide sequence is HSIKRNYPY. The MHC is HLA-A30:01 with pseudo-sequence HLA-A30:01. The binding affinity (normalized) is 0.542.